Dataset: Forward reaction prediction with 1.9M reactions from USPTO patents (1976-2016). Task: Predict the product of the given reaction. (1) Given the reactants [CH3:1][O:2][C:3]([C:5]1[NH:6][C:7]2[C:12]([CH:13]=1)=[CH:11][C:10]([CH3:14])=[CH:9][C:8]=2[N+:15]([O-:17])=[O:16])=[O:4].C(N(CC)CC)C.[O:25](C(OC(C)(C)C)=O)[C:26]([O:28][C:29]([CH3:32])([CH3:31])[CH3:30])=O.O, predict the reaction product. The product is: [CH3:1][O:2][C:3]([C:5]1[N:6]([C:26]([O:28][C:29]([CH3:32])([CH3:31])[CH3:30])=[O:25])[C:7]2[C:12]([CH:13]=1)=[CH:11][C:10]([CH3:14])=[CH:9][C:8]=2[N+:15]([O-:17])=[O:16])=[O:4]. (2) Given the reactants [OH:1][C@H:2]1[CH2:6][CH2:5][CH2:4][C@@H:3]1[NH:7][C:8](=[O:17])[O:9][CH2:10][C:11]1[CH:16]=[CH:15][CH:14]=[CH:13][CH:12]=1.Br[CH2:19][C:20]([O:22][C:23]([CH3:26])([CH3:25])[CH3:24])=[O:21].[OH-].[Na+], predict the reaction product. The product is: [CH2:10]([O:9][C:8]([NH:7][C@H:3]1[CH2:4][CH2:5][CH2:6][C@@H:2]1[O:1][CH2:19][C:20]([O:22][C:23]([CH3:26])([CH3:25])[CH3:24])=[O:21])=[O:17])[C:11]1[CH:16]=[CH:15][CH:14]=[CH:13][CH:12]=1.